This data is from Reaction yield outcomes from USPTO patents with 853,638 reactions. The task is: Predict the reaction yield, written as a fraction of the theoretical maximum amount of product (1.0 means a 100% yield; for example, 0.34 means a 34% yield). (1) The reactants are [CH3:1][O:2][C:3]([C:5]1[C:13]([NH:14][C:15]2[CH:20]=[CH:19][CH:18]=[CH:17][CH:16]=2)=[C:12]([F:21])[C:8]2[N:9]=[CH:10][NH:11][C:7]=2[CH:6]=1)=[O:4].[Br:22]N1C(=O)CCC1=O. The catalyst is CN(C)C=O. The product is [CH3:1][O:2][C:3]([C:5]1[C:13]([NH:14][C:15]2[CH:16]=[CH:17][C:18]([Br:22])=[CH:19][CH:20]=2)=[C:12]([F:21])[C:8]2[N:9]=[CH:10][NH:11][C:7]=2[CH:6]=1)=[O:4]. The yield is 1.00. (2) The reactants are C[Si]([N-][Si](C)(C)C)(C)C.[Na+].[CH2:11]1COCC1.[CH3:16][O:17][C:18](=[O:27])[CH2:19][CH2:20][C:21]1[C:22](=[O:26])[NH:23][CH2:24][CH:25]=1.S(OC)(OC)(=O)=O. The catalyst is [NH4+].[Cl-]. The product is [CH3:16][O:17][C:18](=[O:27])[CH2:19][CH2:20][C:21]1[C:22](=[O:26])[N:23]([CH3:11])[CH2:24][CH:25]=1. The yield is 0.330.